This data is from Full USPTO retrosynthesis dataset with 1.9M reactions from patents (1976-2016). The task is: Predict the reactants needed to synthesize the given product. (1) Given the product [F:1][C:2]([F:7])([F:6])[C:3]([OH:5])=[O:4].[O:8]=[C:9]1[C@H:15]2[CH2:16][N:11]([C:12]3[CH:29]=[CH:28][C:27]([C:30]4[CH:35]=[CH:34][CH:33]=[C:32]([C:36]([F:39])([F:38])[F:37])[CH:31]=4)=[N:26][C:13]=3[N:14]2[C:17]([NH:19][C:20]2[CH:25]=[CH:24][CH:23]=[CH:22][N:21]=2)=[O:18])[CH2:10]1, predict the reactants needed to synthesize it. The reactants are: [F:1][C:2]([F:7])([F:6])[C:3]([OH:5])=[O:4].[OH:8][C@H:9]1[C@H:15]2[CH2:16][N:11]([C:12]3[CH:29]=[CH:28][C:27]([C:30]4[CH:35]=[CH:34][CH:33]=[C:32]([C:36]([F:39])([F:38])[F:37])[CH:31]=4)=[N:26][C:13]=3[N:14]2[C:17]([NH:19][C:20]2[CH:25]=[CH:24][CH:23]=[CH:22][N:21]=2)=[O:18])[CH2:10]1.CC(OI1(OC(C)=O)(OC(C)=O)OC(=O)C2C1=CC=CC=2)=O.C([O-])(O)=O.[Na+]. (2) The reactants are: [C:1]([C:3]1[CH:8]=[CH:7][C:6]([S:9][CH3:10])=[CH:5][CH:4]=1)#[CH:2].[CH2:11]([O:13][C:14](=[O:18])/[CH:15]=[CH:16]\I)[CH3:12]. Given the product [CH2:11]([O:13][C:14](=[O:18])[CH:15]=[CH:16][C:2]#[C:1][C:3]1[CH:8]=[CH:7][C:6]([S:9][CH3:10])=[CH:5][CH:4]=1)[CH3:12], predict the reactants needed to synthesize it. (3) The reactants are: Br[C:2]1[N:7]=[C:6]([C:8]2[N:12]3[CH:13]=[CH:14][CH:15]=[C:16]([C:17]([F:20])([F:19])[F:18])[C:11]3=[N:10][C:9]=2[CH:21]([CH3:23])[CH3:22])[CH:5]=[CH:4][CH:3]=1.[CH3:24][S:25]([C:28]1[CH:29]=[C:30]([OH:34])[CH:31]=[CH:32][CH:33]=1)(=[O:27])=[O:26]. Given the product [CH:21]([C:9]1[N:10]=[C:11]2[C:16]([C:17]([F:20])([F:19])[F:18])=[CH:15][CH:14]=[CH:13][N:12]2[C:8]=1[C:6]1[CH:5]=[CH:4][CH:3]=[C:2]([O:34][C:30]2[CH:31]=[CH:32][CH:33]=[C:28]([S:25]([CH3:24])(=[O:27])=[O:26])[CH:29]=2)[N:7]=1)([CH3:23])[CH3:22], predict the reactants needed to synthesize it.